The task is: Regression. Given two drug SMILES strings and cell line genomic features, predict the synergy score measuring deviation from expected non-interaction effect.. This data is from NCI-60 drug combinations with 297,098 pairs across 59 cell lines. (1) Drug 1: CC12CCC3C(C1CCC2O)C(CC4=C3C=CC(=C4)O)CCCCCCCCCS(=O)CCCC(C(F)(F)F)(F)F. Drug 2: CN(CCCl)CCCl.Cl. Cell line: TK-10. Synergy scores: CSS=19.8, Synergy_ZIP=-4.79, Synergy_Bliss=1.99, Synergy_Loewe=-4.19, Synergy_HSA=2.37. (2) Drug 1: C1CCC(CC1)NC(=O)N(CCCl)N=O. Drug 2: CN(CCCl)CCCl.Cl. Cell line: UACC-257. Synergy scores: CSS=-7.54, Synergy_ZIP=0.664, Synergy_Bliss=-5.69, Synergy_Loewe=-10.2, Synergy_HSA=-9.82. (3) Drug 1: CC1=C2C(C(=O)C3(C(CC4C(C3C(C(C2(C)C)(CC1OC(=O)C(C(C5=CC=CC=C5)NC(=O)C6=CC=CC=C6)O)O)OC(=O)C7=CC=CC=C7)(CO4)OC(=O)C)O)C)OC(=O)C. Drug 2: CC1C(C(CC(O1)OC2CC(CC3=C2C(=C4C(=C3O)C(=O)C5=C(C4=O)C(=CC=C5)OC)O)(C(=O)CO)O)N)O.Cl. Cell line: ACHN. Synergy scores: CSS=28.9, Synergy_ZIP=-6.23, Synergy_Bliss=-3.40, Synergy_Loewe=-4.62, Synergy_HSA=-1.39. (4) Drug 1: C1C(C(OC1N2C=NC3=C(N=C(N=C32)Cl)N)CO)O. Drug 2: CCC(=C(C1=CC=CC=C1)C2=CC=C(C=C2)OCCN(C)C)C3=CC=CC=C3.C(C(=O)O)C(CC(=O)O)(C(=O)O)O. Cell line: SNB-75. Synergy scores: CSS=4.38, Synergy_ZIP=-0.545, Synergy_Bliss=4.00, Synergy_Loewe=1.07, Synergy_HSA=3.04. (5) Drug 1: CN1C(=O)N2C=NC(=C2N=N1)C(=O)N. Drug 2: N.N.Cl[Pt+2]Cl. Cell line: UO-31. Synergy scores: CSS=23.4, Synergy_ZIP=-6.72, Synergy_Bliss=-1.48, Synergy_Loewe=0.286, Synergy_HSA=1.84. (6) Drug 1: CC1CCC2CC(C(=CC=CC=CC(CC(C(=O)C(C(C(=CC(C(=O)CC(OC(=O)C3CCCCN3C(=O)C(=O)C1(O2)O)C(C)CC4CCC(C(C4)OC)O)C)C)O)OC)C)C)C)OC. Drug 2: CC(C)NC(=O)C1=CC=C(C=C1)CNNC.Cl. Cell line: COLO 205. Synergy scores: CSS=-1.53, Synergy_ZIP=7.80, Synergy_Bliss=5.82, Synergy_Loewe=3.58, Synergy_HSA=2.47.